The task is: Predict which catalyst facilitates the given reaction.. This data is from Catalyst prediction with 721,799 reactions and 888 catalyst types from USPTO. Reactant: [CH3:1][Si](C=[N+]=[N-])(C)C.[C:8]([C:11]1[C:12]2[CH:30]=[CH:29][CH:28]=[N:27][C:13]=2[N:14]=[C:15]([C:17]2[CH:22]=[CH:21][C:20]([Cl:23])=[C:19]([O:24][CH3:25])[C:18]=2[F:26])[N:16]=1)([OH:10])=[O:9].C(O)(=O)C. Product: [Cl:23][C:20]1[CH:21]=[CH:22][C:17]([C:15]2[N:16]=[C:11]([C:8]([O:10][CH3:1])=[O:9])[C:12]3[CH:30]=[CH:29][CH:28]=[N:27][C:13]=3[N:14]=2)=[C:18]([F:26])[C:19]=1[O:24][CH3:25]. The catalyst class is: 138.